From a dataset of NCI-60 drug combinations with 297,098 pairs across 59 cell lines. Regression. Given two drug SMILES strings and cell line genomic features, predict the synergy score measuring deviation from expected non-interaction effect. (1) Drug 1: C1=CC(=CC=C1CCCC(=O)O)N(CCCl)CCCl. Drug 2: C(CC(=O)O)C(=O)CN.Cl. Cell line: K-562. Synergy scores: CSS=13.0, Synergy_ZIP=-9.05, Synergy_Bliss=-8.52, Synergy_Loewe=-19.7, Synergy_HSA=-7.39. (2) Drug 1: CS(=O)(=O)OCCCCOS(=O)(=O)C. Drug 2: COC1=C2C(=CC3=C1OC=C3)C=CC(=O)O2. Cell line: MDA-MB-435. Synergy scores: CSS=-2.93, Synergy_ZIP=0.936, Synergy_Bliss=0.175, Synergy_Loewe=-4.57, Synergy_HSA=-2.80.